From a dataset of Forward reaction prediction with 1.9M reactions from USPTO patents (1976-2016). Predict the product of the given reaction. (1) Given the reactants [CH3:1][O:2][C:3]([C@H:5]1[C@H:9]([NH:10][C:11]([O:13][C:14]([CH3:17])([CH3:16])[CH3:15])=[O:12])[CH2:8][N:7](CC2C=CC=CC=2)[CH2:6]1)=[O:4], predict the reaction product. The product is: [CH3:1][O:2][C:3]([C@H:5]1[C@H:9]([NH:10][C:11]([O:13][C:14]([CH3:17])([CH3:16])[CH3:15])=[O:12])[CH2:8][NH:7][CH2:6]1)=[O:4]. (2) Given the reactants [C:1]([O:6][CH2:7][CH3:8])(=[O:5])[C:2]([CH3:4])=[O:3].[CH2:9]([CH:13]([CH2:16]O)[CH2:14][OH:15])[CH2:10][CH:11]=[CH2:12].O.CCOC(C)=O, predict the reaction product. The product is: [CH2:7]([O:6][C:1]([C:2]1([CH3:4])[O:15][CH2:14][CH:13]([CH2:9][CH2:10][CH:11]=[CH2:12])[CH2:16][O:3]1)=[O:5])[CH3:8]. (3) The product is: [NH:13]1[C:14]2[CH:19]=[CH:18][CH:17]=[CH:16][C:15]=2[N:11]=[C:12]1[C@H:8]([NH:9][C:10]([NH:23][C@@H:24]1[C:33]2[C:28](=[CH:29][CH:30]=[CH:31][CH:32]=2)[C@@H:27]([OH:34])[CH2:26][CH2:25]1)=[O:20])[CH2:7][C:6]1[CH:21]=[CH:22][C:3]([O:2][CH3:1])=[CH:4][CH:5]=1. Given the reactants [CH3:1][O:2][C:3]1[CH:22]=[CH:21][C:6]([CH2:7][C@@H:8]2[C:12]3=[N:13][C:14]4[CH:19]=[CH:18][CH:17]=[CH:16][C:15]=4[N:11]3[C:10](=[O:20])[NH:9]2)=[CH:5][CH:4]=1.[NH2:23][C@H:24]1[C:33]2[C:28](=[CH:29][CH:30]=[CH:31][CH:32]=2)[C@H:27]([OH:34])[CH2:26][CH2:25]1.C(O)(C(F)(F)F)=O, predict the reaction product. (4) Given the reactants [CH3:1][C:2]1[N:3]=[C:4]([NH2:8])[S:5][C:6]=1[CH3:7].[Br:9][CH2:10][CH2:11][O:12][CH2:13][C:14]([F:17])([F:16])[F:15], predict the reaction product. The product is: [BrH:9].[CH3:1][C:2]1[N:3]([CH2:10][CH2:11][O:12][CH2:13][C:14]([F:17])([F:16])[F:15])[C:4](=[NH:8])[S:5][C:6]=1[CH3:7].